Dataset: Forward reaction prediction with 1.9M reactions from USPTO patents (1976-2016). Task: Predict the product of the given reaction. (1) Given the reactants [N:1]1([CH2:6][CH:7]2[CH2:12][CH2:11][N:10]([C:13]3[CH:20]=[CH:19][C:16]([CH:17]=O)=[CH:15][C:14]=3[C:21]([F:24])([F:23])[F:22])[CH2:9][CH2:8]2)[CH2:5][CH2:4][CH2:3][CH2:2]1.[NH:25]1[CH2:30][CH2:29][CH2:28][CH2:27][CH2:26]1, predict the reaction product. The product is: [N:1]1([CH2:6][CH:7]2[CH2:12][CH2:11][N:10]([C:13]3[CH:20]=[CH:19][C:16]([CH2:17][N:25]4[CH2:30][CH2:29][CH2:28][CH2:27][CH2:26]4)=[CH:15][C:14]=3[C:21]([F:24])([F:23])[F:22])[CH2:9][CH2:8]2)[CH2:5][CH2:4][CH2:3][CH2:2]1. (2) Given the reactants C(P1(=O)OP(CCC)(=O)OP(CCC)(=O)O1)CC.CCOC(C)=O.[C:25]([O:29][C:30]([NH:32][C:33]1[C:42]2[C:37](=[CH:38][CH:39]=[CH:40][CH:41]=2)[C:36]([O:43][C:44]2[CH:49]=[CH:48][N:47]=[C:46]([NH:50][C:51]3[CH:52]=[C:53]([CH:57]=[C:58]([O:60][CH3:61])[CH:59]=3)[C:54]([OH:56])=O)[N:45]=2)=[CH:35][CH:34]=1)=[O:31])([CH3:28])([CH3:27])[CH3:26].[O:62]1[CH2:67][CH2:66][N:65]([CH2:68][CH2:69][NH2:70])[CH2:64][CH2:63]1, predict the reaction product. The product is: [C:25]([O:29][C:30](=[O:31])[NH:32][C:33]1[C:42]2[C:37](=[CH:38][CH:39]=[CH:40][CH:41]=2)[C:36]([O:43][C:44]2[CH:49]=[CH:48][N:47]=[C:46]([NH:50][C:51]3[CH:52]=[C:53]([C:54](=[O:56])[NH:70][CH2:69][CH2:68][N:65]4[CH2:66][CH2:67][O:62][CH2:63][CH2:64]4)[CH:57]=[C:58]([O:60][CH3:61])[CH:59]=3)[N:45]=2)=[CH:35][CH:34]=1)([CH3:27])([CH3:26])[CH3:28]. (3) Given the reactants Cl[C:2]1[C:7]([CH3:8])=[N:6][C:5]([C:9]2[CH:14]=[CH:13][C:12]([O:15][CH3:16])=[CH:11][C:10]=2[O:17][CH3:18])=[C:4]([CH3:19])[N:3]=1.[CH3:20][O:21][C:22]1[CH:27]=[C:26]([O:28][C:29]([F:32])([F:31])[F:30])[CH:25]=[CH:24][C:23]=1B(O)O.C(=O)([O-])[O-].[Na+].[Na+], predict the reaction product. The product is: [CH3:18][O:17][C:10]1[CH:11]=[C:12]([O:15][CH3:16])[CH:13]=[CH:14][C:9]=1[C:5]1[C:4]([CH3:19])=[N:3][C:2]([C:23]2[CH:24]=[CH:25][C:26]([O:28][C:29]([F:32])([F:31])[F:30])=[CH:27][C:22]=2[O:21][CH3:20])=[C:7]([CH3:8])[N:6]=1. (4) Given the reactants [CH:1]1([C:6]2[CH:7]=[N:8][CH:9]=[CH:10][CH:11]=2)[CH2:5][CH2:4][CH2:3][CH2:2]1, predict the reaction product. The product is: [CH:1]1([CH:6]2[CH2:11][CH2:10][CH2:9][NH:8][CH2:7]2)[CH2:2][CH2:3][CH2:4][CH2:5]1. (5) Given the reactants [NH2:1][C:2]1[C:3]([NH:10][C:11]2[CH:16]=[CH:15][CH:14]=[CH:13][CH:12]=2)=[C:4]([CH:7]=[CH:8][CH:9]=1)[C:5]#[N:6].Cl.[CH:18](OCC)(OCC)OCC, predict the reaction product. The product is: [C:11]1([N:10]2[C:3]3[C:4]([C:5]#[N:6])=[CH:7][CH:8]=[CH:9][C:2]=3[N:1]=[CH:18]2)[CH:16]=[CH:15][CH:14]=[CH:13][CH:12]=1.